From a dataset of Reaction yield outcomes from USPTO patents with 853,638 reactions. Predict the reaction yield, written as a fraction of the theoretical maximum amount of product (1.0 means a 100% yield; for example, 0.34 means a 34% yield). (1) The reactants are [OH-].[NH4+:2].[N+:3]([C:6]1[CH:10]=[CH:9][S:8][C:7]=1[S:11](Cl)(=[O:13])=[O:12])([O-:5])=[O:4]. The catalyst is O1CCCC1. The product is [N+:3]([C:6]1[CH:10]=[CH:9][S:8][C:7]=1[S:11]([NH2:2])(=[O:13])=[O:12])([O-:5])=[O:4]. The yield is 1.00. (2) The reactants are [CH2:1]([N:8]1[C:16]2[C:11](=[CH:12][C:13](Br)=[CH:14][CH:15]=2)[CH:10]=[CH:9]1)[C:2]1[CH:7]=[CH:6][CH:5]=[CH:4][CH:3]=1.[F:18][C:19]([F:34])([F:33])[C:20]1[CH:21]=[C:22](B(O)O)[CH:23]=[C:24]([C:26]([F:29])([F:28])[F:27])[CH:25]=1.ClCCl.C(=O)([O-])[O-].[K+].[K+]. The catalyst is O1CCOCC1.O.C1C=CC(P(C2C=CC=CC=2)[C-]2C=CC=C2)=CC=1.C1C=CC(P(C2C=CC=CC=2)[C-]2C=CC=C2)=CC=1.Cl[Pd]Cl.[Fe+2]. The product is [CH2:1]([N:8]1[C:16]2[C:11](=[CH:12][C:13]([C:22]3[CH:23]=[C:24]([C:26]([F:29])([F:27])[F:28])[CH:25]=[C:20]([C:19]([F:18])([F:34])[F:33])[CH:21]=3)=[CH:14][CH:15]=2)[CH:10]=[CH:9]1)[C:2]1[CH:7]=[CH:6][CH:5]=[CH:4][CH:3]=1. The yield is 0.510.